Dataset: Catalyst prediction with 721,799 reactions and 888 catalyst types from USPTO. Task: Predict which catalyst facilitates the given reaction. Reactant: [C:1]([OH:7])([C:3](F)(F)F)=O.Cl[C:9]1[CH:16]=[CH:15][C:12](C=O)=[CH:11][C:10]=1[O:17][CH3:18].[CH2:19]([OH:23])[CH2:20][CH:21]=C.[OH-].[Na+].[Li+].[OH-].[Cl:28]CCCl. Product: [Cl:28][CH2:18][O:17][C:10]1[CH:9]=[CH:16][C:15]([CH:1]2[CH2:3][CH:19]([OH:23])[CH2:20][CH2:21][O:7]2)=[CH:12][CH:11]=1. The catalyst class is: 72.